This data is from TCR-epitope binding with 47,182 pairs between 192 epitopes and 23,139 TCRs. The task is: Binary Classification. Given a T-cell receptor sequence (or CDR3 region) and an epitope sequence, predict whether binding occurs between them. (1) The epitope is KRWIILGLNK. The TCR CDR3 sequence is CASSQGIFAYEQYF. Result: 1 (the TCR binds to the epitope). (2) The epitope is ISDYDYYRY. The TCR CDR3 sequence is CASSLGTGGNQPQHF. Result: 0 (the TCR does not bind to the epitope). (3) The epitope is YLNTLTLAV. The TCR CDR3 sequence is CASSLLTNQETQYF. Result: 1 (the TCR binds to the epitope). (4) The epitope is FLKEKGGL. The TCR CDR3 sequence is CASSFGGGEQFF. Result: 0 (the TCR does not bind to the epitope). (5) Result: 0 (the TCR does not bind to the epitope). The epitope is LQPFPQPELPYPQPQ. The TCR CDR3 sequence is CASSQDLVSLHEQYF. (6) The epitope is VLQAVGACV. The TCR CDR3 sequence is CASSLVPSGGRNEQFF. Result: 1 (the TCR binds to the epitope).